This data is from Full USPTO retrosynthesis dataset with 1.9M reactions from patents (1976-2016). The task is: Predict the reactants needed to synthesize the given product. (1) Given the product [S:3]1[CH:7]=[CH:6][C:5]2[C:8]([C:12]3[N:13]4[CH2:21][CH2:20][N:19]=[C:14]4[S:15][C:16]=3[CH2:17][OH:18])=[CH:9][CH:10]=[CH:11][C:4]1=2, predict the reactants needed to synthesize it. The reactants are: [BH4-].[Na+].[S:3]1[CH:7]=[CH:6][C:5]2[C:8]([C:12]3[N:13]4[CH2:21][CH2:20][N:19]=[C:14]4[S:15][C:16]=3[CH:17]=[O:18])=[CH:9][CH:10]=[CH:11][C:4]1=2. (2) Given the product [Cl:1][C:2]1[CH:7]=[CH:6][C:5]([OH:8])=[CH:4][C:3]=1[CH:10]([CH3:29])[C:11]([C:17]1[CH:18]=[CH:19][C:20]2[O:25][CH2:24][C:23](=[O:26])[N:22]([CH3:27])[C:21]=2[CH:28]=1)([OH:16])[C:12]([F:13])([F:14])[F:15], predict the reactants needed to synthesize it. The reactants are: [Cl:1][C:2]1[CH:7]=[CH:6][C:5]([O:8]C)=[CH:4][C:3]=1[CH:10]([CH3:29])[C:11]([C:17]1[CH:18]=[CH:19][C:20]2[O:25][CH2:24][C:23](=[O:26])[N:22]([CH3:27])[C:21]=2[CH:28]=1)([OH:16])[C:12]([F:15])([F:14])[F:13].B(Br)(Br)Br.C([O-])(O)=O.[Na+]. (3) Given the product [NH2:3][C:4]1[N:5]=[CH:6][C:7]2[S:12][C:11](=[O:18])[NH:10][C:8]=2[N:9]=1, predict the reactants needed to synthesize it. The reactants are: [OH-].[Na+].[NH2:3][C:4]1[N:5]=[CH:6][C:7]2[S:12][C:11](=S)[NH:10][C:8]=2[N:9]=1.OO.NC(N)=[O:18].Cl. (4) The reactants are: [CH3:1][CH:2]1[CH2:10][C:9]2[C:4](=[CH:5][CH:6]=[CH:7][CH:8]=2)[N:3]1C.[CH2:12](N(CC)CC)C.[C:19](Cl)(=[O:21])[CH3:20]. Given the product [C:19]([N:3]1[C:4]2[C:9](=[CH:8][CH:7]=[CH:6][CH:5]=2)[CH2:10][C:2]1([CH3:1])[CH3:12])(=[O:21])[CH3:20], predict the reactants needed to synthesize it. (5) Given the product [Br:18][C:15]1[S:14][C:13]([C:2]([OH:4])([CH3:3])[CH3:1])=[N:17][CH:16]=1, predict the reactants needed to synthesize it. The reactants are: [CH3:1][C:2]([C:13]1[S:14][CH:15]=[CH:16][N:17]=1)([O:4]COCC[Si](C)(C)C)[CH3:3].[Br:18]Br.C(=O)(O)[O-].[Na+]. (6) The reactants are: [Br:1][C:2]1[CH:3]=[C:4]([CH:8]=[CH:9][C:10]=1[C:11]([N:13]1[CH2:17][CH2:16][CH2:15][CH2:14]1)=[O:12])[C:5]([OH:7])=[O:6].[C:18](=O)([O-])[O-].[Cs+].[Cs+].IC. Given the product [Br:1][C:2]1[CH:3]=[C:4]([CH:8]=[CH:9][C:10]=1[C:11]([N:13]1[CH2:17][CH2:16][CH2:15][CH2:14]1)=[O:12])[C:5]([O:7][CH3:18])=[O:6], predict the reactants needed to synthesize it. (7) Given the product [F:19][C:16]1[CH:15]=[CH:14][C:13]([C:12]2([C:20]3[CH:25]=[CH:24][C:23]([F:26])=[CH:22][CH:21]=3)[O:11][C:10](=[O:27])[N:9]([CH2:31][C:32]([NH2:34])=[O:33])[C@H:8]2[C:3]2[CH:4]=[CH:5][CH:6]=[CH:7][C:2]=2[F:1])=[CH:18][CH:17]=1, predict the reactants needed to synthesize it. The reactants are: [F:1][C:2]1[CH:7]=[CH:6][CH:5]=[CH:4][C:3]=1[C@H:8]1[C:12]([C:20]2[CH:25]=[CH:24][C:23]([F:26])=[CH:22][CH:21]=2)([C:13]2[CH:18]=[CH:17][C:16]([F:19])=[CH:15][CH:14]=2)[O:11][C:10](=[O:27])[NH:9]1.[H-].[Na+].Br[CH2:31][C:32]([NH2:34])=[O:33].Cl. (8) Given the product [C:1]([O:5][C:6]([NH:8][CH:9]1[CH2:10][N:11]([C:14]2[CH:15]=[C:16]([CH:22]=[CH:23][CH:24]=2)[C:17]([O:19][CH2:20][CH3:21])=[O:18])[CH2:12]1)=[O:7])([CH3:4])([CH3:2])[CH3:3], predict the reactants needed to synthesize it. The reactants are: [C:1]([O:5][C:6]([NH:8][CH:9]1[CH2:12][NH:11][CH2:10]1)=[O:7])([CH3:4])([CH3:3])[CH3:2].I[C:14]1[CH:15]=[C:16]([CH:22]=[CH:23][CH:24]=1)[C:17]([O:19][CH2:20][CH3:21])=[O:18].N1CCC[C@H]1C(O)=O.C(=O)([O-])[O-].[K+].[K+]. (9) Given the product [Br:25][C:26]1[CH:31]=[CH:30][C:29]([F:32])=[CH:28][C:27]=1[O:1][CH:2]1[CH2:3][CH2:4][N:5]([C:8]2[N:13]=[CH:12][C:11]([C:14]3[CH:15]=[N:16][CH:17]=[C:18]([C:20]([O:22][CH2:23][CH3:24])=[O:21])[CH:19]=3)=[CH:10][CH:9]=2)[CH2:6][CH2:7]1, predict the reactants needed to synthesize it. The reactants are: [OH:1][CH:2]1[CH2:7][CH2:6][N:5]([C:8]2[N:13]=[CH:12][C:11]([C:14]3[CH:15]=[N:16][CH:17]=[C:18]([C:20]([O:22][CH2:23][CH3:24])=[O:21])[CH:19]=3)=[CH:10][CH:9]=2)[CH2:4][CH2:3]1.[Br:25][C:26]1[CH:31]=[CH:30][C:29]([F:32])=[CH:28][C:27]=1O.